Dataset: Peptide-MHC class I binding affinity with 185,985 pairs from IEDB/IMGT. Task: Regression. Given a peptide amino acid sequence and an MHC pseudo amino acid sequence, predict their binding affinity value. This is MHC class I binding data. (1) The peptide sequence is KVAEIVHFL. The binding affinity (normalized) is 0.613. The MHC is HLA-A02:01 with pseudo-sequence HLA-A02:01. (2) The peptide sequence is RTSKTSLER. The MHC is HLA-B44:02 with pseudo-sequence HLA-B44:02. The binding affinity (normalized) is 0.